This data is from Catalyst prediction with 721,799 reactions and 888 catalyst types from USPTO. The task is: Predict which catalyst facilitates the given reaction. (1) Reactant: [CH3:1][O:2][C@@H:3]([C:28]([CH3:36])([C:30]1[CH:35]=[CH:34][CH:33]=[CH:32][CH:31]=1)[CH3:29])[C:4]([NH:6][C@@H:7]([C:24]([CH3:27])([CH3:26])[CH3:25])[C:8]([N:10]([CH3:23])[C@@H:11]([CH:20]([CH3:22])[CH3:21])/[CH:12]=[C:13](\[CH3:19])/[C:14]([O:16]CC)=[O:15])=[O:9])=[O:5].CO[C@H](C(C)(C1C=CC=CC=1)C)C(N[C@@H](C(C)(C)C)C(N(C)[C@@H](C(C)C)/C=C(\C)/C(OCC)=O)=O)=O.O.O.[OH-].[Li+]. Product: [CH3:1][O:2][C@@H:3]([C:28]([CH3:36])([C:30]1[CH:31]=[CH:32][CH:33]=[CH:34][CH:35]=1)[CH3:29])[C:4]([NH:6][C@H:7]([C:8]([N:10]([CH3:23])[C@@H:11]([CH:20]([CH3:22])[CH3:21])/[CH:12]=[C:13](\[CH3:19])/[C:14]([OH:16])=[O:15])=[O:9])[C:24]([CH3:25])([CH3:26])[CH3:27])=[O:5]. The catalyst class is: 111. (2) Reactant: [Cl-].O[NH3+:3].[C:4](=[O:7])([O-])[OH:5].[Na+].CS(C)=O.[OH:13][CH:14]([CH:51]([CH3:53])[CH3:52])[CH2:15][O:16][C@H:17]1[CH2:22][CH2:21][C@H:20]([N:23]2[C:28](=[O:29])[C:27]([CH2:30][C:31]3[CH:36]=[CH:35][C:34]([C:37]4[C:38]([C:43]#[N:44])=[CH:39][CH:40]=[CH:41][CH:42]=4)=[CH:33][CH:32]=3)=[C:26]([CH2:45][CH2:46][CH3:47])[N:25]3[N:48]=[CH:49][CH:50]=[C:24]23)[CH2:19][CH2:18]1. Product: [OH:13][CH:14]([CH:51]([CH3:52])[CH3:53])[CH2:15][O:16][C@H:17]1[CH2:22][CH2:21][C@H:20]([N:23]2[C:28](=[O:29])[C:27]([CH2:30][C:31]3[CH:36]=[CH:35][C:34]([C:37]4[CH:42]=[CH:41][CH:40]=[CH:39][C:38]=4[C:43]4[NH:3][C:4](=[O:7])[O:5][N:44]=4)=[CH:33][CH:32]=3)=[C:26]([CH2:45][CH2:46][CH3:47])[N:25]3[N:48]=[CH:49][CH:50]=[C:24]23)[CH2:19][CH2:18]1. The catalyst class is: 13. (3) Reactant: [CH2:1]([C:3]1[S:7][C:6]([C:8]2[CH:13]=[CH:12][C:11]([C:14]([F:17])([F:16])[F:15])=[CH:10][CH:9]=2)=[N:5][C:4]=1[CH2:18][CH:19]=[O:20])[CH3:2].[CH3:21][Mg]Br.CCOCC. Product: [CH2:1]([C:3]1[S:7][C:6]([C:8]2[CH:9]=[CH:10][C:11]([C:14]([F:17])([F:16])[F:15])=[CH:12][CH:13]=2)=[N:5][C:4]=1[CH2:18][CH:19]([OH:20])[CH3:21])[CH3:2]. The catalyst class is: 7. (4) Reactant: [CH3:1][C:2]1([CH3:19])[C:13]2[C:14]3[N:5]([C:6](=[O:18])[C:7](=[O:17])[NH:8][C:9]=3[CH:10]=[C:11]([CH3:16])[C:12]=2[CH3:15])[CH2:4][CH2:3]1.[H-].[Na+].[CH2:22](Br)[CH:23]=[CH2:24]. Product: [CH2:24]([N:8]1[C:9]2[CH:10]=[C:11]([CH3:16])[C:12]([CH3:15])=[C:13]3[C:2]([CH3:19])([CH3:1])[CH2:3][CH2:4][N:5]([C:14]=23)[C:6](=[O:18])[C:7]1=[O:17])[CH:23]=[CH2:22]. The catalyst class is: 3. (5) Reactant: [Cl:1][C:2]1[CH:3]=[C:4]([NH:8][C:9](=[O:23])[CH2:10][S:11][C:12]2[NH:13][N:14]=[C:15]([C:17]3[CH:18]=[N:19][CH:20]=[CH:21][CH:22]=3)[N:16]=2)[CH:5]=[CH:6][CH:7]=1.ClC1C=CC=C(C(OO)=[O:32])C=1. Product: [Cl:1][C:2]1[CH:3]=[C:4]([NH:8][C:9](=[O:23])[CH2:10][S:11]([C:12]2[NH:13][N:14]=[C:15]([C:17]3[CH:18]=[N:19][CH:20]=[CH:21][CH:22]=3)[N:16]=2)=[O:32])[CH:5]=[CH:6][CH:7]=1. The catalyst class is: 4. (6) Reactant: [CH3:1][O:2][C:3]1[CH:8]=[CH:7][CH:6]=[CH:5][C:4]=1[CH:9]1[C:17]2[C:12](=[CH:13][CH:14]=[CH:15][CH:16]=2)[CH:11]([C:18]2[CH:23]=[CH:22][C:21]3[O:24][CH2:25][O:26][C:20]=3[CH:19]=2)[CH:10]1[C:27]([O-:29])=[O:28].COC1C=CC=CC=1C1C2C(=CC=CC=2)C(C2C=CC3OCOC=3C=2)=C1C(OCC)=O. Product: [CH3:1][O:2][C:3]1[CH:8]=[CH:7][CH:6]=[CH:5][C:4]=1[CH:9]1[C:17]2[C:12](=[CH:13][CH:14]=[CH:15][CH:16]=2)[CH:11]([C:18]2[CH:23]=[CH:22][C:21]3[O:24][CH2:25][O:26][C:20]=3[CH:19]=2)[CH:10]1[C:27]([OH:29])=[O:28]. The catalyst class is: 50. (7) Reactant: Br[C:2]1[CH:3]=[C:4]2[C:8](=[CH:9][CH:10]=1)[N:7](C(OC(C)(C)C)=O)[N:6]=[CH:5]2.[CH:18]1([CH2:21][NH:22][C:23](=[O:39])[C:24]2[CH:29]=[CH:28][CH:27]=[C:26](B3OC(C)(C)C(C)(C)O3)[CH:25]=2)[CH2:20]C1.[C:40](=O)([O-])[O-].[Na+].[Na+]. Product: [CH:21]1([NH:22][C:23](=[O:39])[C:24]2[CH:25]=[CH:26][C:27]([CH3:40])=[C:28]([C:2]3[CH:3]=[C:4]4[C:8](=[CH:9][CH:10]=3)[NH:7][N:6]=[CH:5]4)[CH:29]=2)[CH2:18][CH2:20]1. The catalyst class is: 837. (8) Reactant: C(=O)C1C=CC=CC=1.[NH2:9][CH2:10][CH:11]1[CH2:16][CH2:15][NH:14][CH2:13][CH2:12]1.[C:17]([O:21][C:22](O[C:22]([O:21][C:17]([CH3:20])([CH3:19])[CH3:18])=[O:23])=[O:23])([CH3:20])([CH3:19])[CH3:18]. Product: [NH2:9][CH2:10][CH:11]1[CH2:16][CH2:15][N:14]([C:22]([O:21][C:17]([CH3:20])([CH3:19])[CH3:18])=[O:23])[CH2:13][CH2:12]1. The catalyst class is: 11. (9) Reactant: C([Li])CCC.Br[C:7]1[CH:12]=[CH:11][CH:10]=[C:9]([Br:13])[CH:8]=1.[CH3:14][C:15]([C:17]1[CH:22]=[CH:21][C:20]([O:23][CH3:24])=[C:19]([Cl:25])[CH:18]=1)=O. Product: [Br:13][C:9]1[CH:8]=[C:7]([C:15]([C:17]2[CH:22]=[CH:21][C:20]([O:23][CH3:24])=[C:19]([Cl:25])[CH:18]=2)=[CH2:14])[CH:12]=[CH:11][CH:10]=1. The catalyst class is: 7.